Dataset: Full USPTO retrosynthesis dataset with 1.9M reactions from patents (1976-2016). Task: Predict the reactants needed to synthesize the given product. (1) The reactants are: [Br:1][CH2:2][C:3]1[C:14]2[C:13]3[C:8](=[C:9]([CH2:17]Br)[CH:10]=[CH:11][C:12]=3[CH2:15]Br)[C:7]=2[C:6]([CH2:19]Br)=[CH:5][CH:4]=1.[NH2:21][C:22]([NH2:24])=[S:23]. Given the product [BrH:1].[BrH:1].[BrH:1].[BrH:1].[C:22]([S:23][CH2:2][C:3]1[C:14]2[C:13]3[C:8](=[C:9]([CH2:17][S:23][C:22](=[NH:24])[NH2:21])[CH:10]=[CH:11][C:12]=3[CH2:15][S:23][C:22](=[NH:24])[NH2:21])[C:7]=2[C:6]([CH2:19][S:23][C:22](=[NH:21])[NH2:24])=[CH:5][CH:4]=1)(=[NH:24])[NH2:21], predict the reactants needed to synthesize it. (2) Given the product [Cl:22][C:21]1[C:12]([NH:11][C:8](=[O:10])[CH2:7][CH2:6][CH:1]2[CH2:2][CH2:3][CH2:4][CH2:5]2)=[C:13]2[C:18](=[CH:19][CH:20]=1)[N:17]=[C:16]([N:23]1[CH2:24][CH2:25][CH:26]([C:29]([O:31][CH2:32][CH3:33])=[O:30])[CH2:27][CH2:28]1)[CH:15]=[CH:14]2, predict the reactants needed to synthesize it. The reactants are: [CH:1]1([CH2:6][CH2:7][C:8]([OH:10])=O)[CH2:5][CH2:4][CH2:3][CH2:2]1.[NH2:11][C:12]1[C:21]([Cl:22])=[CH:20][CH:19]=[C:18]2[C:13]=1[CH:14]=[CH:15][C:16]([N:23]1[CH2:28][CH2:27][CH:26]([C:29]([O:31][CH2:32][CH3:33])=[O:30])[CH2:25][CH2:24]1)=[N:17]2.